This data is from Catalyst prediction with 721,799 reactions and 888 catalyst types from USPTO. The task is: Predict which catalyst facilitates the given reaction. (1) Reactant: [P:1]([O:11][C:12](C)(C)C)([O:6]C(C)(C)C)([O:3]C[Cl:5])=[O:2].[I-].[Na+].[CH3:18][C:19]1[CH:20]=[CH:21][CH:22]=[CH:23][C:24]=1[C:25]1[CH:26]=[C:27]([N:52]2[CH2:57][CH2:56][N:55]([CH3:58])[CH2:54][CH2:53]2)[N:28]=[CH:29][C:30]=1[N:31]([C:33]([C:35]([C:38]1[CH:39]=[C:40]([C:48]([F:51])([F:50])[F:49])[CH:41]=[C:42]([C:44]([F:47])([F:46])[F:45])[CH:43]=1)([CH3:37])[CH3:36])=[O:34])[CH3:32].[ClH:59].O1CCOCC1. Product: [ClH:5].[Cl-:59].[F:47][C:44]([F:45])([F:46])[C:42]1[CH:43]=[C:38]([C:35]([CH3:36])([CH3:37])[C:33]([N:31]([C:30]2[C:25]([C:24]3[CH:23]=[CH:22][CH:21]=[CH:20][C:19]=3[CH3:18])=[CH:26][C:27]([N:52]3[CH2:53][CH2:54][N+:55]([CH3:58])([CH2:12][O:11][P:1]([OH:6])([OH:3])=[O:2])[CH2:56][CH2:57]3)=[N:28][CH:29]=2)[CH3:32])=[O:34])[CH:39]=[C:40]([C:48]([F:49])([F:51])[F:50])[CH:41]=1. The catalyst class is: 21. (2) Reactant: [CH3:1][O:2][C:3]1[CH:8]=[CH:7][C:6]([C:9]2[C:17]3[C:12](=[CH:13][CH:14]=[CH:15][CH:16]=3)[N:11](S(C3C=CC=CC=3)(=O)=O)[CH:10]=2)=[CH:5][CH:4]=1.C(=O)([O-])[O-].[K+].[K+]. Product: [CH3:1][O:2][C:3]1[CH:4]=[CH:5][C:6]([C:9]2[C:17]3[C:12](=[CH:13][CH:14]=[CH:15][CH:16]=3)[NH:11][CH:10]=2)=[CH:7][CH:8]=1. The catalyst class is: 5.